This data is from Reaction yield outcomes from USPTO patents with 853,638 reactions. The task is: Predict the reaction yield, written as a fraction of the theoretical maximum amount of product (1.0 means a 100% yield; for example, 0.34 means a 34% yield). The reactants are [C:1]1([C@@H:7]2[NH:12][C:11](=[O:13])[C@H:10]([C:14]3[S:15][CH:16]=[CH:17][CH:18]=3)[NH:9][CH2:8]2)[CH:6]=[CH:5][CH:4]=[CH:3][CH:2]=1.[F:19][C:20]1[CH:25]=[CH:24][C:23]([C:26]2[O:30][N:29]=[C:28]([C:31](O)=[O:32])[CH:27]=2)=[CH:22][CH:21]=1.C([C@@H]1N(C(=O)/C=C/C2C=CC=CC=2)C[C@H](CC(C)C)NC1=O)C(C)C. No catalyst specified. The product is [F:19][C:20]1[CH:21]=[CH:22][C:23]([C:26]2[O:30][N:29]=[C:28]([C:31]([N:9]3[CH2:8][C@H:7]([C:1]4[CH:2]=[CH:3][CH:4]=[CH:5][CH:6]=4)[NH:12][C:11](=[O:13])[C@@H:10]3[C:14]3[S:15][CH:16]=[CH:17][CH:18]=3)=[O:32])[CH:27]=2)=[CH:24][CH:25]=1. The yield is 0.500.